Dataset: Full USPTO retrosynthesis dataset with 1.9M reactions from patents (1976-2016). Task: Predict the reactants needed to synthesize the given product. (1) Given the product [ClH:16].[CH2:14]([S:13][C:12]1[S:11][CH:10]=[N:9][C:8]=1[C:6]([OH:7])=[O:5])[CH3:15], predict the reactants needed to synthesize it. The reactants are: [OH-].[K+].C([O:5][C:6]([C:8]1[N:9]=[CH:10][S:11][C:12]=1[S:13][CH2:14][CH3:15])=[O:7])C.[ClH:16]. (2) The reactants are: [CH3:1][CH:2]1[CH2:7][CH2:6][N:5]([C:8]2[C:9]3[CH2:23][C:22]4[C:17](=[CH:18][CH:19]=[CH:20][CH:21]=4)[C:10]=3O[C:12](=O)[C:13]=2[C:14]#[N:15])[CH2:4][CH2:3]1.[H-].[Na+]. Given the product [CH3:1][CH:2]1[CH2:7][CH2:6][N:5]([C:8]2[C:9]3[CH2:23][C:22]4[CH:21]=[CH:20][CH:19]=[CH:18][C:17]=4[C:10]=3[C:10]3[C:17]4[CH:18]=[CH:19][CH:20]=[CH:21][C:22]=4[CH2:23][C:12]=3[C:13]=2[C:14]#[N:15])[CH2:4][CH2:3]1, predict the reactants needed to synthesize it. (3) Given the product [F:17][C:18]1[CH:31]=[CH:30][C:21]([C:22]([CH:24]2[CH2:29][CH2:28][N:27]([C:13]([C:3]3[C:4]([C:7]4[CH:8]=[CH:9][CH:10]=[CH:11][CH:12]=4)=[N:5][O:6][C:2]=3[CH3:1])=[O:15])[CH2:26][CH2:25]2)=[O:23])=[CH:20][CH:19]=1, predict the reactants needed to synthesize it. The reactants are: [CH3:1][C:2]1[O:6][N:5]=[C:4]([C:7]2[CH:12]=[CH:11][CH:10]=[CH:9][CH:8]=2)[C:3]=1[C:13]([OH:15])=O.Cl.[F:17][C:18]1[CH:31]=[CH:30][C:21]([C:22]([CH:24]2[CH2:29][CH2:28][NH:27][CH2:26][CH2:25]2)=[O:23])=[CH:20][CH:19]=1.Cl.C(N=C=NCCCN(C)C)C.C(N(CC)CC)C.